From a dataset of Plasma protein binding rate (PPBR) regression data from AstraZeneca. Regression/Classification. Given a drug SMILES string, predict its absorption, distribution, metabolism, or excretion properties. Task type varies by dataset: regression for continuous measurements (e.g., permeability, clearance, half-life) or binary classification for categorical outcomes (e.g., BBB penetration, CYP inhibition). For this dataset (ppbr_az), we predict Y. (1) The drug is Cc1nc2n(c(=O)c1CCN1CCC(c3noc4cc(F)ccc34)CC1)CCCC2. The Y is 84.6 %. (2) The molecule is O=S(=O)(c1ccccc1)N(CC(F)(F)F)c1ccc(C(O)(C(F)(F)F)C(F)(F)F)cc1. The Y is 99.6 %. (3) The compound is CN(C)CCCC1(c2ccc(F)cc2)OCc2cc(C#N)ccc21. The Y is 59.7 %. (4) The molecule is C[C@@](C(=O)O[C@H]1C[N+]2(CCCc3ccc4ncsc4c3)CCC1CC2)(c1ccccc1)N1CCCCC1. The Y is 95.7 %.